From a dataset of Forward reaction prediction with 1.9M reactions from USPTO patents (1976-2016). Predict the product of the given reaction. (1) Given the reactants [CH3:1][S:2][C:3]1[N:4]=[CH:5][C:6]2[C:15](=[O:16])[N:14]([C:17]3[CH:18]=[C:19]([C:23]4[NH:27][C:26](=[O:28])[O:25][N:24]=4)[CH:20]=[CH:21][CH:22]=3)[CH2:13][C@H:12]3[N:8]([CH2:9][CH2:10][CH2:11]3)[C:7]=2[N:29]=1.CO.[C:32]1(P(C2C=CC=CC=2)C2C=CC=CC=2)C=CC=CC=1.N(C(OCC)=O)=NC(OCC)=O, predict the reaction product. The product is: [CH3:32][N:27]1[C:26](=[O:28])[O:25][N:24]=[C:23]1[C:19]1[CH:20]=[CH:21][CH:22]=[C:17]([N:14]2[CH2:13][C@H:12]3[N:8]([CH2:9][CH2:10][CH2:11]3)[C:7]3[N:29]=[C:3]([S:2][CH3:1])[N:4]=[CH:5][C:6]=3[C:15]2=[O:16])[CH:18]=1. (2) Given the reactants Br[C:2]1[S:3][CH:4]=[C:5]([C:7]2[CH:12]=[CH:11][C:10]([Cl:13])=[CH:9][C:8]=2[Cl:14])[N:6]=1.[N:15]1([C:21]([O:23][C:24]([CH3:27])([CH3:26])[CH3:25])=[O:22])[CH2:20][CH2:19][NH:18][CH2:17][CH2:16]1.C(=O)([O-])[O-].[K+].[K+].O, predict the reaction product. The product is: [Cl:14][C:8]1[CH:9]=[C:10]([Cl:13])[CH:11]=[CH:12][C:7]=1[C:5]1[N:6]=[C:2]([N:18]2[CH2:17][CH2:16][N:15]([C:21]([O:23][C:24]([CH3:27])([CH3:26])[CH3:25])=[O:22])[CH2:20][CH2:19]2)[S:3][CH:4]=1. (3) Given the reactants [CH2:1]([C:3]1[CH:4]=[C:5]([OH:9])[CH:6]=[CH:7][CH:8]=1)[CH3:2].C(=O)([O-])[O-].[K+].[K+].Br[CH2:17][CH2:18][CH2:19][C:20]([O:22][CH2:23][CH3:24])=[O:21], predict the reaction product. The product is: [CH2:1]([C:3]1[CH:4]=[C:5]([O:9][CH2:17][CH2:18][CH2:19][C:20]([O:22][CH2:23][CH3:24])=[O:21])[CH:6]=[CH:7][CH:8]=1)[CH3:2]. (4) Given the reactants [Cl:1][C:2]1[C:11]([N+:12]([O-])=O)=[CH:10][CH:9]=[CH:8][C:3]=1[C:4]([O:6][CH3:7])=[O:5].C([O-])=O.[NH4+], predict the reaction product. The product is: [NH2:12][C:11]1[C:2]([Cl:1])=[C:3]([CH:8]=[CH:9][CH:10]=1)[C:4]([O:6][CH3:7])=[O:5]. (5) Given the reactants I[C:2]1[N:3](C)[CH2:4][N:5](C(C2C=CC=CC=2)(C2C=CC=CC=2)C2C=CC=CC=2)[CH:6]=1.[CH2:27]([Mg]Br)C.Br[C:32]1[CH:33]=[N:34][CH:35]=[CH:36][CH:37]=1, predict the reaction product. The product is: [CH3:27][C:4]1[NH:5][CH:6]=[C:2]([C:32]2[CH:33]=[N:34][CH:35]=[CH:36][CH:37]=2)[N:3]=1. (6) Given the reactants C(OC([N:8]1[CH2:13][CH2:12][CH2:11][C@H:10]([O:14][C:15]2[CH:20]=[C:19]([F:21])[CH:18]=[CH:17][C:16]=2[C:22]([N:24]2[CH2:38][C:27]3=[C:28]4[N:33]([N:34]=[C:26]3[CH2:25]2)[C:32]([CH3:35])=[C:31]([Cl:36])[C:30]([CH3:37])=[N:29]4)=[O:23])[CH2:9]1)=O)(C)(C)C.C(O)(C(F)(F)F)=O, predict the reaction product. The product is: [Cl:36][C:31]1[C:30]([CH3:37])=[N:29][C:28]2[N:33]([N:34]=[C:26]3[CH2:25][N:24]([C:22]([C:16]4[CH:17]=[CH:18][C:19]([F:21])=[CH:20][C:15]=4[O:14][C@H:10]4[CH2:11][CH2:12][CH2:13][NH:8][CH2:9]4)=[O:23])[CH2:38][C:27]3=2)[C:32]=1[CH3:35]. (7) Given the reactants [CH:1]1([OH:6])[CH2:5][CH2:4][CH2:3][CH2:2]1.[C:7]1(C)[CH:12]=CC=C[CH:8]=1, predict the reaction product. The product is: [CH:1]1([OH:6])[CH2:5][CH2:4][CH2:3][CH2:2]1.[CH:7]([O:6][CH:1]([CH3:2])[CH3:5])([CH3:12])[CH3:8].